Dataset: Catalyst prediction with 721,799 reactions and 888 catalyst types from USPTO. Task: Predict which catalyst facilitates the given reaction. (1) Reactant: [CH:1]1[C:6]([N+:7]([O-:9])=[O:8])=[CH:5][CH:4]=[C:3]([OH:10])[CH:2]=1.Cl[C:12]([O:14][CH2:15][Cl:16])=[O:13].C(N(CC)CC)C. Product: [C:12](=[O:13])([O:10][C:3]1[CH:4]=[CH:5][C:6]([N+:7]([O-:9])=[O:8])=[CH:1][CH:2]=1)[O:14][CH2:15][Cl:16]. The catalyst class is: 7. (2) Reactant: [CH3:1][O:2][C:3]1[CH:29]=[CH:28][C:6]([CH2:7][N:8]2[CH2:13][CH2:12][N:11]([C:14]3[CH:19]=[CH:18][CH:17]=[CH:16][C:15]=3/[CH:20]=[CH:21]/[C:22](OCC)=[O:23])[C:10](=[O:27])[CH2:9]2)=[CH:5][CH:4]=1.[NH2:30][OH:31].[OH-].[Na+]. Product: [OH:31][NH:30][C:22](=[O:23])/[CH:21]=[CH:20]/[C:15]1[CH:16]=[CH:17][CH:18]=[CH:19][C:14]=1[N:11]1[CH2:12][CH2:13][N:8]([CH2:7][C:6]2[CH:28]=[CH:29][C:3]([O:2][CH3:1])=[CH:4][CH:5]=2)[CH2:9][C:10]1=[O:27]. The catalyst class is: 83. (3) Reactant: Cl.Cl.[NH2:3][CH2:4][CH2:5][N:6]1[C:14]2[C:13]([NH:15][C:16]3[CH:21]=[CH:20][C:19]([O:22][C:23]4[C:28]5[CH:29]=[CH:30][S:31][C:27]=5[CH:26]=[CH:25][CH:24]=4)=[C:18]([Cl:32])[CH:17]=3)=[N:12][CH:11]=[N:10][C:9]=2[CH:8]=[CH:7]1.[CH3:33][S:34](Cl)(=[O:36])=[O:35].N1C=CC=CC=1.C(=O)([O-])O.[Na+]. Product: [S:31]1[C:27]2[CH:26]=[CH:25][CH:24]=[C:23]([O:22][C:19]3[CH:20]=[CH:21][C:16]([NH:15][C:13]4[C:14]5[N:6]([CH2:5][CH2:4][NH:3][S:34]([CH3:33])(=[O:36])=[O:35])[CH:7]=[CH:8][C:9]=5[N:10]=[CH:11][N:12]=4)=[CH:17][C:18]=3[Cl:32])[C:28]=2[CH:29]=[CH:30]1. The catalyst class is: 7. (4) Product: [F:21][C:20]([F:23])([F:22])[S:17]([O:7][C:6]1[CH:5]([CH3:10])[O:4][C:3](=[O:8])[C:2]=1[F:1])(=[O:19])=[O:18]. The catalyst class is: 2. Reactant: [F:1][C:2]1[C:3](=[O:8])[O:4][CH2:5][C:6]=1[OH:7].N1C(C)=CC=C[C:10]=1C.[S:17](O[S:17]([C:20]([F:23])([F:22])[F:21])(=[O:19])=[O:18])([C:20]([F:23])([F:22])[F:21])(=[O:19])=[O:18]. (5) Reactant: [F:1][C:2]1[CH:27]=[CH:26][C:5]([CH2:6][N:7]2[C:11]3=[CH:12][N:13]=[C:14]([C:16]([O:18]C)=[O:17])[CH:15]=[C:10]3[C:9]([CH2:20][O:21][CH2:22][CH2:23][O:24][CH3:25])=[CH:8]2)=[CH:4][CH:3]=1.O.[OH-].[Li+].O. Product: [F:1][C:2]1[CH:3]=[CH:4][C:5]([CH2:6][N:7]2[C:11]3=[CH:12][N:13]=[C:14]([C:16]([OH:18])=[O:17])[CH:15]=[C:10]3[C:9]([CH2:20][O:21][CH2:22][CH2:23][O:24][CH3:25])=[CH:8]2)=[CH:26][CH:27]=1. The catalyst class is: 1. (6) The catalyst class is: 14. Product: [CH3:1][C:2]1[N:3]([CH:13]([CH2:19][CH:20]=[CH2:21])[C:14]([OH:16])=[O:15])[C:4]([CH:11]=[CH2:12])=[C:5]([C:7]([F:8])([F:9])[F:10])[N:6]=1. Reactant: [CH3:1][C:2]1[N:3]([CH:13]([CH2:19][CH:20]=[CH2:21])[C:14]([O:16]CC)=[O:15])[C:4]([CH:11]=[CH2:12])=[C:5]([C:7]([F:10])([F:9])[F:8])[N:6]=1.[OH-].[Na+].Cl. (7) Reactant: [Br:1][C:2]1[CH:3]=[CH:4][C:5](F)=[C:6]([CH:9]=1)[CH:7]=[O:8].[CH3:11][CH:12]1[CH2:17][CH2:16][CH2:15][NH:14][CH2:13]1.C(=O)([O-])[O-].[K+].[K+].O. Product: [Br:1][C:2]1[CH:3]=[CH:4][C:5]([N:14]2[CH2:15][CH2:16][CH2:17][CH:12]([CH3:11])[CH2:13]2)=[C:6]([CH:9]=1)[CH:7]=[O:8]. The catalyst class is: 3. (8) Reactant: CN(C(ON1N=NC2C=CC=NC1=2)=[N+](C)C)C.F[P-](F)(F)(F)(F)F.[C@@H:25]1([NH2:32])[CH2:30][CH2:29][CH2:28][CH2:27][C@@H:26]1[NH2:31].[CH3:33][O:34][C:35]1[CH:36]=[C:37]2[C:41](=[CH:42][CH:43]=1)[N:40]([CH3:44])[N:39]=[C:38]2[C:45]1[N:46]=[C:47]2[C:53]([C:54](O)=[O:55])=[CH:52][N:51]([CH2:57][O:58][CH2:59][CH2:60][Si:61]([CH3:64])([CH3:63])[CH3:62])[C:48]2=[N:49][CH:50]=1. Product: [NH2:31][C@H:26]1[CH2:27][CH2:28][CH2:29][CH2:30][C@H:25]1[NH:32][C:54]([C:53]1[C:47]2[C:48](=[N:49][CH:50]=[C:45]([C:38]3[C:37]4[C:41](=[CH:42][CH:43]=[C:35]([O:34][CH3:33])[CH:36]=4)[N:40]([CH3:44])[N:39]=3)[N:46]=2)[N:51]([CH2:57][O:58][CH2:59][CH2:60][Si:61]([CH3:62])([CH3:64])[CH3:63])[CH:52]=1)=[O:55]. The catalyst class is: 3. (9) Reactant: [Cl:1][C:2]1[CH:7]=[CH:6][C:5]([S:8]([C:11]2([C:31]3[CH:36]=[C:35]([F:37])[CH:34]=[CH:33][C:32]=3[F:38])[CH2:16][CH2:15][CH:14]([CH2:17][C:18]([C:20]3[CH:25]=[CH:24][CH:23]=[C:22]([CH:26]4OCC[O:27]4)[CH:21]=3)=[O:19])[CH2:13][CH2:12]2)(=[O:10])=[O:9])=[CH:4][CH:3]=1.C1(C)C=CC(S([O-])(=O)=O)=CC=1.[NH+]1C=CC=CC=1. Product: [Cl:1][C:2]1[CH:7]=[CH:6][C:5]([S:8]([C:11]2([C:31]3[CH:36]=[C:35]([F:37])[CH:34]=[CH:33][C:32]=3[F:38])[CH2:16][CH2:15][CH:14]([CH2:17][C:18]([C:20]3[CH:21]=[C:22]([CH:23]=[CH:24][CH:25]=3)[CH:26]=[O:27])=[O:19])[CH2:13][CH2:12]2)(=[O:10])=[O:9])=[CH:4][CH:3]=1. The catalyst class is: 95.